From a dataset of Forward reaction prediction with 1.9M reactions from USPTO patents (1976-2016). Predict the product of the given reaction. (1) Given the reactants [CH3:1][C:2]1([CH3:22])[C:10]2[C:5](=[CH:6][CH:7]=[C:8]([O:11][C:12]3[CH:20]=[CH:19][C:15]([C:16]([NH2:18])=[O:17])=[CH:14][N:13]=3)[CH:9]=2)[C:4](=O)[CH2:3]1.[CH2:23]([NH2:31])[CH2:24][C:25]1[CH:30]=[CH:29][CH:28]=[CH:27][CH:26]=1.[BH3-]C#N.[Na+], predict the reaction product. The product is: [CH3:1][C:2]1([CH3:22])[C:10]2[C:5](=[CH:6][CH:7]=[C:8]([O:11][C:12]3[CH:20]=[CH:19][C:15]([C:16]([NH2:18])=[O:17])=[CH:14][N:13]=3)[CH:9]=2)[CH:4]([NH:31][CH2:23][CH2:24][C:25]2[CH:30]=[CH:29][CH:28]=[CH:27][CH:26]=2)[CH2:3]1. (2) The product is: [CH3:26][O:25]/[N:24]=[C:23](/[C:27]1[CH:32]=[CH:31][CH:30]=[CH:29][CH:28]=1)\[CH2:22][O:1][C:2]1[CH:3]=[CH:4][C:5]([C:8]2[CH:9]=[CH:10][C:11]([CH2:14][CH2:15][C:16]([OH:18])=[O:17])=[CH:12][CH:13]=2)=[CH:6][CH:7]=1. Given the reactants [OH:1][C:2]1[CH:7]=[CH:6][C:5]([C:8]2[CH:13]=[CH:12][C:11]([CH2:14][CH2:15][C:16]([O:18]CC)=[O:17])=[CH:10][CH:9]=2)=[CH:4][CH:3]=1.Br[CH2:22]/[C:23](/[C:27]1[CH:32]=[CH:31][CH:30]=[CH:29][CH:28]=1)=[N:24]\[O:25][CH3:26], predict the reaction product.